Dataset: Forward reaction prediction with 1.9M reactions from USPTO patents (1976-2016). Task: Predict the product of the given reaction. Given the reactants Cl[C:2]([O:4][CH:5]([CH3:7])[CH3:6])=[O:3].Cl.[NH2:9][C:10]1[N:15]=[C:14]([C:16]2[CH:25]=[C:24]3[C:19]([CH2:20][CH2:21][N:22]([C:26]([O:28][CH:29]4[CH2:34][CH2:33][NH:32][CH2:31][CH2:30]4)=[O:27])[CH2:23]3)=[CH:18][CH:17]=2)[CH:13]=[C:12]([N:35]2[CH2:40][CH2:39][N:38]([CH3:41])[CH2:37][CH2:36]2)[N:11]=1, predict the reaction product. The product is: [NH2:9][C:10]1[N:15]=[C:14]([C:16]2[CH:25]=[C:24]3[C:19]([CH2:20][CH2:21][N:22]([C:26]([O:28][CH:29]4[CH2:34][CH2:33][N:32]([C:2]([O:4][CH:5]([CH3:7])[CH3:6])=[O:3])[CH2:31][CH2:30]4)=[O:27])[CH2:23]3)=[CH:18][CH:17]=2)[CH:13]=[C:12]([N:35]2[CH2:40][CH2:39][N:38]([CH3:41])[CH2:37][CH2:36]2)[N:11]=1.